This data is from Catalyst prediction with 721,799 reactions and 888 catalyst types from USPTO. The task is: Predict which catalyst facilitates the given reaction. The catalyst class is: 8. Reactant: C([O:3][C:4](=[O:13])[CH2:5][C:6]1[CH:11]=[C:10]([CH3:12])[CH:9]=[CH:8][N:7]=1)C.[OH-].[Na+]. Product: [CH3:12][C:10]1[CH:9]=[CH:8][N:7]=[C:6]([CH2:5][C:4]([OH:13])=[O:3])[CH:11]=1.